This data is from Reaction yield outcomes from USPTO patents with 853,638 reactions. The task is: Predict the reaction yield, written as a fraction of the theoretical maximum amount of product (1.0 means a 100% yield; for example, 0.34 means a 34% yield). (1) The reactants are [F:1][C:2]1[CH:7]=[CH:6][C:5]([C:8]2[O:9][CH:10]=[C:11]([CH:13]([CH3:16])[CH2:14][NH2:15])[N:12]=2)=[CH:4][CH:3]=1.[F:17][C:18]([F:34])([F:33])[C:19]1[O:23][N:22]=[C:21]([C:24]2[CH:25]=[N:26][CH:27]=[C:28]([CH:32]=2)[C:29](O)=[O:30])[N:20]=1. No catalyst specified. The product is [F:1][C:2]1[CH:3]=[CH:4][C:5]([C:8]2[O:9][CH:10]=[C:11]([CH:13]([CH3:16])[CH2:14][NH:15][C:29](=[O:30])[C:28]3[CH:32]=[C:24]([C:21]4[N:20]=[C:19]([C:18]([F:34])([F:33])[F:17])[O:23][N:22]=4)[CH:25]=[N:26][CH:27]=3)[N:12]=2)=[CH:6][CH:7]=1. The yield is 0.280. (2) The reactants are CC(OC(/N=N/C(OC(C)C)=O)=O)C.[CH2:15]([O:22][C:23](=[O:36])[NH:24][CH2:25][CH2:26][CH2:27][CH2:28][C:29]1[CH:34]=[CH:33][C:32]([OH:35])=[CH:31][CH:30]=1)[C:16]1[CH:21]=[CH:20][CH:19]=[CH:18][CH:17]=1.[C:37]([O:41][C:42](=[O:47])[NH:43][CH2:44][CH2:45]O)([CH3:40])([CH3:39])[CH3:38]. The catalyst is C1COCC1. The product is [CH2:15]([O:22][C:23](=[O:36])[NH:24][CH2:25][CH2:26][CH2:27][CH2:28][C:29]1[CH:34]=[CH:33][C:32]([O:35][CH2:45][CH2:44][NH:43][C:42]([O:41][C:37]([CH3:40])([CH3:39])[CH3:38])=[O:47])=[CH:31][CH:30]=1)[C:16]1[CH:21]=[CH:20][CH:19]=[CH:18][CH:17]=1. The yield is 0.730. (3) The reactants are [F:1][C:2]1[CH:7]=[CH:6][CH:5]=[C:4]([F:8])[C:3]=1[N:9]1[C:14]2[N:15]=[C:16]([N:29]3[CH2:34][CH2:33][CH:32]([N:35]4[CH2:40][CH2:39][CH:38]([CH3:41])[CH2:37][CH2:36]4)[CH2:31][CH2:30]3)[N:17]=[C:18]([C:19]3[CH:20]=[C:21]([CH:25]=[CH:26][C:27]=3[CH3:28])[C:22](O)=[O:23])[C:13]=2[CH:12]=[CH:11][C:10]1=[O:42].CN(C(ON1N=[N:58][C:53]2[CH:54]=[CH:55][CH:56]=[CH:57]C1=2)=[N+](C)C)C.F[P-](F)(F)(F)(F)F.C(N(CC)CC)C.C1(N)CCCC1. The catalyst is CN(C=O)C. The product is [CH:53]1([NH:58][C:22](=[O:23])[C:21]2[CH:25]=[CH:26][C:27]([CH3:28])=[C:19]([C:18]3[C:13]4[CH:12]=[CH:11][C:10](=[O:42])[N:9]([C:3]5[C:2]([F:1])=[CH:7][CH:6]=[CH:5][C:4]=5[F:8])[C:14]=4[N:15]=[C:16]([N:29]4[CH2:34][CH2:33][CH:32]([N:35]5[CH2:36][CH2:37][CH:38]([CH3:41])[CH2:39][CH2:40]5)[CH2:31][CH2:30]4)[N:17]=3)[CH:20]=2)[CH2:54][CH2:55][CH2:56][CH2:57]1. The yield is 0.480. (4) The reactants are [CH2:1]([N:8]1[CH2:14][CH2:13][CH:12]([CH2:15][C:16]2[CH:21]=[CH:20][C:19]([F:22])=[CH:18][CH:17]=2)[O:11][CH2:10][C:9]1=O)[C:2]1[CH:7]=[CH:6][CH:5]=[CH:4][CH:3]=1.[H-].[H-].[H-].[H-].[Li+].[Al+3]. The catalyst is C1COCC1. The product is [CH2:1]([N:8]1[CH2:14][CH2:13][CH:12]([CH2:15][C:16]2[CH:17]=[CH:18][C:19]([F:22])=[CH:20][CH:21]=2)[O:11][CH2:10][CH2:9]1)[C:2]1[CH:3]=[CH:4][CH:5]=[CH:6][CH:7]=1. The yield is 0.503. (5) The reactants are [CH3:1][C:2]1[CH:7]=[CH:6][C:5]([C:8]2[CH:13]=[CH:12][C:11]([OH:14])=[CH:10][CH:9]=2)=[CH:4][CH:3]=1.C1(NC2CCCCC2)CCCCC1.[P:28]([O-:33])([O:31]C)[O:29][CH3:30]. The catalyst is CC(C)=O. The product is [CH3:30][O:29][P:28]([OH:33])([O:14][CH3:11])=[O:31].[CH3:1][C:2]1[CH:7]=[CH:6][C:5]([C:8]2[CH:9]=[CH:10][CH:11]=[CH:12][CH:13]=2)=[CH:4][CH:3]=1. The yield is 0.950. (6) The reactants are [NH:1]([C:3]([O:5][C:6]([CH3:9])([CH3:8])[CH3:7])=[O:4])[NH2:2].[C:10](Cl)(=[O:14])[CH:11]([CH3:13])[CH3:12]. The catalyst is C(Cl)Cl. The product is [C:10]([NH:2][NH:1][C:3]([O:5][C:6]([CH3:9])([CH3:8])[CH3:7])=[O:4])(=[O:14])[CH:11]([CH3:13])[CH3:12]. The yield is 0.910. (7) The reactants are [C:1](=[O:4])([O-])[O-].[K+].[K+].C(O[C:12]([N:14]1[C:18]2O[N:20]([CH2:23][C:24]3[CH:29]=[CH:28][CH:27]=[CH:26][CH:25]=3)[CH2:21][CH2:22][C:17]=2[C:16]([NH2:30])=[N:15]1)=[O:13])(C)(C)C.ClC[CH2:33][C:34]([N:36]1[CH2:41][CH2:40][N:39]([C:42]2[CH:47]=[CH:46][C:45]([CH3:48])=[CH:44][C:43]=2[CH3:49])[CH2:38][CH2:37]1)=O. The catalyst is C(#N)C. The product is [NH2:30][C:16]1[C:17]2[CH2:22][CH2:21][N:20]([CH2:23][C:24]3[CH:25]=[CH:26][CH:27]=[CH:28][CH:29]=3)[C:1](=[O:4])[C:18]=2[N:14]([C:12](=[O:13])[CH2:33][CH2:34][N:36]2[CH2:41][CH2:40][N:39]([C:42]3[CH:47]=[CH:46][C:45]([CH3:48])=[CH:44][C:43]=3[CH3:49])[CH2:38][CH2:37]2)[N:15]=1. The yield is 0.116.